This data is from Catalyst prediction with 721,799 reactions and 888 catalyst types from USPTO. The task is: Predict which catalyst facilitates the given reaction. (1) Reactant: [NH2:1][C:2]1[CH:7]=[CH:6][C:5]([O:8][CH2:9][C:10]#[CH:11])=[CH:4][C:3]=1[C:12]([C:14]1[CH:19]=[CH:18][C:17]([CH:20]([CH3:22])[CH3:21])=[CH:16][CH:15]=1)=[O:13].C(=O)([O-])[O-].[K+].[K+].Br[CH2:30][C:31]1[CH:32]=[C:33]2[C:38](=[CH:39][CH:40]=1)[N:37]=[C:36]([O:41][CH3:42])[C:35]([O:43][CH3:44])=[N:34]2. Product: [CH3:42][O:41][C:36]1[C:35]([O:43][CH3:44])=[N:34][C:33]2[C:38](=[CH:39][CH:40]=[C:31]([CH2:30][NH:1][C:2]3[CH:7]=[CH:6][C:5]([O:8][CH2:9][C:10]#[CH:11])=[CH:4][C:3]=3[C:12]([C:14]3[CH:15]=[CH:16][C:17]([CH:20]([CH3:22])[CH3:21])=[CH:18][CH:19]=3)=[O:13])[CH:32]=2)[N:37]=1. The catalyst class is: 38. (2) Reactant: [F:1][C:2]1[CH:3]=[C:4]([C@H:9]([NH:12]C(=O)OC(C)(C)C)[CH2:10][OH:11])[CH:5]=[C:6]([I:8])[CH:7]=1.[ClH:20].O1CCOCC1. Product: [ClH:20].[NH2:12][C@@H:9]([C:4]1[CH:5]=[C:6]([I:8])[CH:7]=[C:2]([F:1])[CH:3]=1)[CH2:10][OH:11]. The catalyst class is: 2.